From a dataset of Full USPTO retrosynthesis dataset with 1.9M reactions from patents (1976-2016). Predict the reactants needed to synthesize the given product. (1) Given the product [Cl:23][C:24]1[CH:29]=[CH:28][C:27]([NH:30][C:31]([N:17]2[CH2:18][CH2:19][N:14]([CH2:13][CH2:12][CH2:11][C:10]([N:8]3[CH2:7][CH2:6][C:3]4([CH2:5][CH2:4]4)[C@H:2]([OH:1])[CH2:9]3)=[O:22])[C:15](=[O:21])[C@@H:16]2[CH3:20])=[O:32])=[CH:26][CH:25]=1, predict the reactants needed to synthesize it. The reactants are: [OH:1][C@@H:2]1[CH2:9][N:8]([C:10](=[O:22])[CH2:11][CH2:12][CH2:13][N:14]2[CH2:19][CH2:18][NH:17][C@@H:16]([CH3:20])[C:15]2=[O:21])[CH2:7][CH2:6][C:3]21[CH2:5][CH2:4]2.[Cl:23][C:24]1[CH:29]=[CH:28][C:27]([N:30]=[C:31]=[O:32])=[CH:26][CH:25]=1. (2) Given the product [Br:1][C:2]1[CH:7]=[C:6]2[C:5](=[CH:4][CH:3]=1)[N:17]=[C:15]([NH:14][C:12]#[N:13])[N:16]=[C:8]2[CH3:9], predict the reactants needed to synthesize it. The reactants are: [Br:1][C:2]1[CH:3]=[CH:4][C:5](F)=[C:6]([C:8](=O)[CH3:9])[CH:7]=1.[C:12]([N:14]=[C:15]([NH2:17])[NH2:16])#[N:13].C(=O)([O-])[O-].[K+].[K+]. (3) Given the product [Br:1][C:2]1[CH:3]=[CH:4][C:5]2[N:9]([CH:12]3[CH2:13][CH2:14][CH2:15][CH2:16][O:11]3)[CH:8]=[N:7][C:6]=2[CH:10]=1, predict the reactants needed to synthesize it. The reactants are: [Br:1][C:2]1[CH:3]=[CH:4][C:5]2[N:9]=[CH:8][NH:7][C:6]=2[CH:10]=1.[O:11]1[CH:16]=[CH:15][CH2:14][CH2:13][CH2:12]1.C1(C)C=CC(S(O)(=O)=O)=CC=1.BrC1C=CC2N=CN(C3CCCCO3)C=2C=1. (4) Given the product [C:2]([C:7]1[N:8]=[C:9]([CH2:12][N:13]2[CH:17]=[CH:16][C:15]([NH:18][C:25]([C:23]3[N:24]=[C:20]([CH3:19])[O:21][C:22]=3[C:28]3[CH:33]=[CH:32][CH:31]=[C:30]([O:34][C:35]([F:37])([F:36])[F:38])[CH:29]=3)=[O:26])=[N:14]2)[S:10][CH:11]=1)(=[O:6])[CH3:1], predict the reactants needed to synthesize it. The reactants are: [CH3:1][C:2]1([C:7]2[N:8]=[C:9]([CH2:12][N:13]3[CH:17]=[CH:16][C:15]([NH2:18])=[N:14]3)[S:10][CH:11]=2)[O:6]CCO1.[CH3:19][C:20]1[O:21][C:22]([C:28]2[CH:33]=[CH:32][CH:31]=[C:30]([O:34][C:35]([F:38])([F:37])[F:36])[CH:29]=2)=[C:23]([C:25](O)=[O:26])[N:24]=1. (5) Given the product [CH2:20]([N:27]1[CH2:31][CH2:30][C@H:29]([NH:32][C:1](=[O:2])[O:12][C@@H:13]([CH3:18])[C:14]([F:17])([F:16])[F:15])[CH2:28]1)[C:21]1[CH:22]=[CH:23][CH:24]=[CH:25][CH:26]=1, predict the reactants needed to synthesize it. The reactants are: [C:1](=O)([O:12][C@@H:13]([CH3:18])[C:14]([F:17])([F:16])[F:15])[O:2]C1C=CC([N+]([O-])=O)=CC=1.[CH2:20]([N:27]1[CH2:31][CH2:30][C@H:29]([NH2:32])[CH2:28]1)[C:21]1[CH:26]=[CH:25][CH:24]=[CH:23][CH:22]=1. (6) Given the product [CH3:1][N:2]1[CH:4]=[C:5]([C:6]([OH:7])=[O:20])[C:10]2[N:11]=[C:12]3[N:13]=[CH:14][CH:15]=[CH:16][C:17]3=[CH:18][C:9]=2[C:8]1=[O:19], predict the reactants needed to synthesize it. The reactants are: [CH3:1][N:2]([CH:4]=[C:5]1[C:10]2=[N:11][C:12]3[N:13]=[CH:14][CH:15]=[CH:16][C:17]=3[CH:18]=[C:9]2[C:8](=[O:19])[O:7][C:6]1=[O:20])C.CN. (7) Given the product [ClH:46].[NH2:1][C:2]1[CH:45]=[CH:44][C:5]([C:6]([N:8]2[CH2:14][C@H:13]([NH:15][C:16](=[O:28])[C@@H:17]([NH:19][CH3:20])[CH3:18])[C:12](=[O:29])[N:11]([CH2:30][C:31]3[C:35]4[CH:36]=[CH:37][CH:38]=[CH:39][C:34]=4[O:33][N:32]=3)[C:10]3[CH:40]=[CH:41][CH:42]=[CH:43][C:9]2=3)=[O:7])=[CH:4][CH:3]=1, predict the reactants needed to synthesize it. The reactants are: [NH2:1][C:2]1[CH:45]=[CH:44][C:5]([C:6]([N:8]2[CH2:14][C@H:13]([NH:15][C:16](=[O:28])[C@@H:17]([N:19](C)[C:20](=O)OC(C)(C)C)[CH3:18])[C:12](=[O:29])[N:11]([CH2:30][C:31]3[C:35]4[CH:36]=[CH:37][CH:38]=[CH:39][C:34]=4[O:33][N:32]=3)[C:10]3[CH:40]=[CH:41][CH:42]=[CH:43][C:9]2=3)=[O:7])=[CH:4][CH:3]=1.[ClH:46]. (8) Given the product [F:1][C:2]1[CH:7]=[C:6]([CH3:8])[C:5]([S:9][CH2:10][C:11]([F:14])([F:12])[F:13])=[CH:4][C:3]=1[N:15]1[C:19]([O:20][CH3:21])=[CH:18][C:17]([O:22][C:32]([F:34])([F:33])[CH:31]([F:30])[O:35][C:36]([F:39])([F:38])[F:37])=[N:16]1, predict the reactants needed to synthesize it. The reactants are: [F:1][C:2]1[CH:7]=[C:6]([CH3:8])[C:5]([S:9][CH2:10][C:11]([F:14])([F:13])[F:12])=[CH:4][C:3]=1[N:15]1[C:19]([O:20][CH3:21])=[CH:18][C:17]([OH:22])=[N:16]1.C(N(CC)CC)C.[F:30][C:31]([O:35][C:36]([F:39])([F:38])[F:37])=[C:32]([F:34])[F:33].C(OCC)(=O)C.